This data is from Full USPTO retrosynthesis dataset with 1.9M reactions from patents (1976-2016). The task is: Predict the reactants needed to synthesize the given product. (1) Given the product [C:11]([C:13]1[CH:18]=[CH:17][CH:16]=[CH:15][C:14]=1[S:19]([N:2]([CH3:3])[CH3:1])(=[O:21])=[O:20])#[N:12], predict the reactants needed to synthesize it. The reactants are: [CH3:1][NH:2][CH3:3].C(N(CC)CC)C.[C:11]([C:13]1[CH:18]=[CH:17][CH:16]=[CH:15][C:14]=1[S:19](Cl)(=[O:21])=[O:20])#[N:12]. (2) Given the product [CH:62]1[C:74]2[CH:73]([CH2:75][O:76][C:77](=[O:85])[NH:78][CH:79]3[CH2:80][CH2:81][N:82]([C:25](=[O:26])[C:24]4[CH:28]=[CH:29][C:21]([NH:20][C:18]5[N:17]=[CH:16][C:7]6[N:8]([CH3:15])[C:9](=[O:14])[C:10]([F:12])([F:13])[CH2:11][N:5]([CH:1]7[CH2:4][CH2:3][CH2:2]7)[C:6]=6[N:19]=5)=[CH:22][CH:23]=4)[CH2:83][CH2:84]3)[C:72]3[C:67](=[CH:68][CH:69]=[CH:70][CH:71]=3)[C:66]=2[CH:65]=[CH:64][CH:63]=1, predict the reactants needed to synthesize it. The reactants are: [CH:1]1([N:5]2[CH2:11][C:10]([F:13])([F:12])[C:9](=[O:14])[N:8]([CH3:15])[C:7]3[CH:16]=[N:17][C:18]([NH:20][C:21]4[CH:29]=[CH:28][C:24]([C:25](O)=[O:26])=[CH:23][CH:22]=4)=[N:19][C:6]2=3)[CH2:4][CH2:3][CH2:2]1.C(N(CC)CC)C.CN(C(=[N+](C)C)ON1C2=NC=CC=C2N=N1)C.F[P-](F)(F)(F)(F)F.Cl.[CH:62]1[C:74]2[CH:73]([CH2:75][O:76][C:77](=[O:85])[NH:78][CH:79]3[CH2:84][CH2:83][NH:82][CH2:81][CH2:80]3)[C:72]3[C:67](=[CH:68][CH:69]=[CH:70][CH:71]=3)[C:66]=2[CH:65]=[CH:64][CH:63]=1. (3) The reactants are: [CH3:1][C@@H:2]1[O:7][C@@H:6]([O:8][C@@H:9]2[CH2:18][C@:17]3([OH:19])[C@@:12]([CH2:36][OH:37])([C@H:13]4[C@H:26]([OH:27])[CH2:25][C@@:24]5([CH3:28])[C@:20]([OH:35])([CH2:21][CH2:22][C@@H:23]5[C:29]5[CH2:34][O:33][C:31](=[O:32])[CH:30]=5)[C@@H:14]4[CH2:15][CH2:16]3)[C@H:11]([OH:38])[CH2:10]2)[C@H:5]([OH:39])[C@H:4]([OH:40])[C@H:3]1[OH:41].O.O.O.O.O.O.O.O.I([O-])(=O)(=O)=O.[Na+]. Given the product [CH3:1][C@@H:2]1[O:7][C@@H:6]([O:8][C@@H:9]2[CH2:18][C@:17]3([OH:19])[C@@:12]([CH2:36][OH:37])([C@H:13]4[C@H:26]([OH:27])[CH2:25][C@@:24]5([CH3:28])[C@:20]([OH:35])([CH2:21][CH2:22][C@@H:23]5[C:29]5[CH2:34][O:33][C:31](=[O:32])[CH:30]=5)[C@@H:14]4[CH2:15][CH2:16]3)[C@H:11]([OH:38])[CH2:10]2)[C@H:5]([OH:39])[C@H:4]([OH:40])[C@H:3]1[OH:41], predict the reactants needed to synthesize it. (4) Given the product [Cl:38][C:7]([Cl:42])=[CH:8][SiH2:9][CH2:10][SiH2:11][CH:12]=[C:13]([Cl:41])[Cl:40], predict the reactants needed to synthesize it. The reactants are: C1([C:7](C2C=CC=CC=2)=[CH:8][SiH2:9][CH2:10][SiH2:11][CH:12]=[C:13](C2C=CC=CC=2)C2C=CC=CC=2)C=CC=CC=1.C1C=CC=CC=1.[Cl-:38].[Al+3].[Cl-:40].[Cl-:41].[ClH:42]. (5) Given the product [CH:1]1([N:4]2[C:8]([CH3:9])=[CH:7][N:6]([CH2:15][C:14]3[CH:17]=[CH:18][CH:19]=[CH:20][C:13]=3[C:12]([F:11])([F:21])[F:22])[C:5]2=[O:10])[CH2:3][CH2:2]1, predict the reactants needed to synthesize it. The reactants are: [CH:1]1([N:4]2[C:8]([CH3:9])=[CH:7][NH:6][C:5]2=[O:10])[CH2:3][CH2:2]1.[F:11][C:12]([F:22])([F:21])[C:13]1[CH:20]=[CH:19][CH:18]=[CH:17][C:14]=1[CH2:15]Br. (6) The reactants are: [H-].[Na+].[C:3]([O:7][C:8]([N:10]1[CH2:15][CH:14]2[CH2:16][CH:11]1[CH2:12][CH:13]2[OH:17])=[O:9])([CH3:6])([CH3:5])[CH3:4].Cl[C:19]1[N:20]=[C:21]([N:34]2[CH:39]3[CH2:40][CH2:41][CH:35]2[CH2:36][O:37][CH2:38]3)[C:22]2[C:27]([C:28]3[CH:33]=[CH:32][CH:31]=[CH:30][CH:29]=3)=[CH:26][S:25][C:23]=2[N:24]=1.CO. Given the product [C:3]([O:7][C:8]([N:10]1[CH2:15][CH:14]2[CH2:16][CH:11]1[CH2:12][CH:13]2[O:17][C:19]1[N:20]=[C:21]([N:34]2[CH:35]3[CH2:41][CH2:40][CH:39]2[CH2:38][O:37][CH2:36]3)[C:22]2[C:27]([C:28]3[CH:29]=[CH:30][CH:31]=[CH:32][CH:33]=3)=[CH:26][S:25][C:23]=2[N:24]=1)=[O:9])([CH3:6])([CH3:4])[CH3:5], predict the reactants needed to synthesize it.